The task is: Predict the reactants needed to synthesize the given product.. This data is from Full USPTO retrosynthesis dataset with 1.9M reactions from patents (1976-2016). (1) Given the product [CH2:12]([O:14][C:15]([C:16]1[O:1][N:2]=[C:3]([CH2:4][C:5]2[CH:6]=[CH:7][CH:8]=[CH:9][CH:10]=2)[N:11]=1)=[O:19])[CH3:13], predict the reactants needed to synthesize it. The reactants are: [OH:1][NH:2][C:3](=[NH:11])[CH2:4][C:5]1[CH:10]=[CH:9][CH:8]=[CH:7][CH:6]=1.[CH2:12]([O:14][C:15](=[O:19])[C:16](Cl)=O)[CH3:13].C([O-])(O)=O.[Na+]. (2) Given the product [Cl:4][C:5]1[CH:38]=[CH:37][CH:36]=[C:35]([Cl:39])[C:6]=1[C:7]([NH:9][C@H:10]([C:31]([OH:33])=[O:32])[CH2:11][C:12]1[CH:13]=[CH:14][C:15]([O:18][CH2:19][CH2:20][C:21]2[CH:30]=[CH:29][C:28]3[CH2:27][CH2:26][CH2:25][NH:24][C:23]=3[N:22]=2)=[CH:16][CH:17]=1)=[O:8], predict the reactants needed to synthesize it. The reactants are: [Li+].[OH-].O.[Cl:4][C:5]1[CH:38]=[CH:37][CH:36]=[C:35]([Cl:39])[C:6]=1[C:7]([NH:9][C@H:10]([C:31]([O:33]C)=[O:32])[CH2:11][C:12]1[CH:17]=[CH:16][C:15]([O:18][CH2:19][CH2:20][C:21]2[CH:30]=[CH:29][C:28]3[CH2:27][CH2:26][CH2:25][NH:24][C:23]=3[N:22]=2)=[CH:14][CH:13]=1)=[O:8]. (3) Given the product [CH:19]1[C:31]2[CH:30]([CH2:32][O:33][C:34]([NH:11][C:9]3[CH:10]=[C:6]([C:4]([OH:3])=[O:5])[N:7]([CH3:12])[CH:8]=3)=[O:35])[C:29]3[C:24](=[CH:25][CH:26]=[CH:27][CH:28]=3)[C:23]=2[CH:22]=[CH:21][CH:20]=1, predict the reactants needed to synthesize it. The reactants are: Cl.C[O:3][C:4]([C:6]1[N:7]([CH3:12])[CH:8]=[C:9]([NH2:11])[CH:10]=1)=[O:5].C(=O)([O-])[O-].[Na+].[Na+].[CH:19]1[C:31]2[CH:30]([CH2:32][O:33][C:34](Cl)=[O:35])[C:29]3[C:24](=[CH:25][CH:26]=[CH:27][CH:28]=3)[C:23]=2[CH:22]=[CH:21][CH:20]=1.